Dataset: NCI-60 drug combinations with 297,098 pairs across 59 cell lines. Task: Regression. Given two drug SMILES strings and cell line genomic features, predict the synergy score measuring deviation from expected non-interaction effect. (1) Drug 1: CCN(CC)CCCC(C)NC1=C2C=C(C=CC2=NC3=C1C=CC(=C3)Cl)OC. Drug 2: CN(C(=O)NC(C=O)C(C(C(CO)O)O)O)N=O. Cell line: HL-60(TB). Synergy scores: CSS=14.4, Synergy_ZIP=-0.446, Synergy_Bliss=-0.852, Synergy_Loewe=-7.71, Synergy_HSA=-5.38. (2) Drug 1: CS(=O)(=O)OCCCCOS(=O)(=O)C. Drug 2: C1CC(=O)NC(=O)C1N2C(=O)C3=CC=CC=C3C2=O. Cell line: TK-10. Synergy scores: CSS=4.25, Synergy_ZIP=-0.367, Synergy_Bliss=3.08, Synergy_Loewe=1.28, Synergy_HSA=2.35. (3) Drug 1: C1=CN(C=N1)CC(O)(P(=O)(O)O)P(=O)(O)O. Drug 2: C1CN1C2=NC(=NC(=N2)N3CC3)N4CC4. Cell line: MDA-MB-231. Synergy scores: CSS=12.9, Synergy_ZIP=-2.04, Synergy_Bliss=-0.302, Synergy_Loewe=-3.51, Synergy_HSA=-0.273. (4) Drug 1: COC1=CC(=CC(=C1O)OC)C2C3C(COC3=O)C(C4=CC5=C(C=C24)OCO5)OC6C(C(C7C(O6)COC(O7)C8=CC=CS8)O)O. Drug 2: C1=NC(=NC(=O)N1C2C(C(C(O2)CO)O)O)N. Cell line: SK-MEL-28. Synergy scores: CSS=13.2, Synergy_ZIP=-4.37, Synergy_Bliss=5.59, Synergy_Loewe=-9.52, Synergy_HSA=1.40. (5) Drug 1: C1=C(C(=O)NC(=O)N1)N(CCCl)CCCl. Drug 2: CS(=O)(=O)OCCCCOS(=O)(=O)C. Cell line: PC-3. Synergy scores: CSS=21.2, Synergy_ZIP=0.217, Synergy_Bliss=1.34, Synergy_Loewe=-5.35, Synergy_HSA=3.10. (6) Drug 1: C1CCN(CC1)CCOC2=CC=C(C=C2)C(=O)C3=C(SC4=C3C=CC(=C4)O)C5=CC=C(C=C5)O. Drug 2: CS(=O)(=O)CCNCC1=CC=C(O1)C2=CC3=C(C=C2)N=CN=C3NC4=CC(=C(C=C4)OCC5=CC(=CC=C5)F)Cl. Cell line: BT-549. Synergy scores: CSS=-3.43, Synergy_ZIP=1.90, Synergy_Bliss=3.01, Synergy_Loewe=-0.923, Synergy_HSA=-0.930. (7) Drug 1: CC1=C2C(C(=O)C3(C(CC4C(C3C(C(C2(C)C)(CC1OC(=O)C(C(C5=CC=CC=C5)NC(=O)C6=CC=CC=C6)O)O)OC(=O)C7=CC=CC=C7)(CO4)OC(=O)C)O)C)OC(=O)C. Drug 2: CCN(CC)CCCC(C)NC1=C2C=C(C=CC2=NC3=C1C=CC(=C3)Cl)OC. Cell line: RPMI-8226. Synergy scores: CSS=75.6, Synergy_ZIP=-4.88, Synergy_Bliss=-3.41, Synergy_Loewe=-6.66, Synergy_HSA=-0.266.